Dataset: Full USPTO retrosynthesis dataset with 1.9M reactions from patents (1976-2016). Task: Predict the reactants needed to synthesize the given product. (1) Given the product [CH2:3]([O:10][C:11]1[CH:12]=[C:13]2[C:19]([C:20]([OH:22])=[O:21])=[C:18]([C:24]3[CH:25]=[CH:26][C:27]([F:30])=[CH:28][CH:29]=3)[O:17][C:14]2=[CH:15][N:16]=1)[C:4]1[CH:5]=[CH:6][CH:7]=[CH:8][CH:9]=1, predict the reactants needed to synthesize it. The reactants are: [OH-].[Na+].[CH2:3]([O:10][C:11]1[CH:12]=[C:13]2[C:19]([C:20]([O:22]C)=[O:21])=[C:18]([C:24]3[CH:29]=[CH:28][C:27]([F:30])=[CH:26][CH:25]=3)[O:17][C:14]2=[CH:15][N:16]=1)[C:4]1[CH:9]=[CH:8][CH:7]=[CH:6][CH:5]=1. (2) Given the product [CH2:11]([S:8]([C:4]1[CH:3]=[C:2]([CH:7]=[CH:6][CH:5]=1)[O:35][C:31]1[CH:30]=[C:29]([C:28]2[N:19]3[N:20]=[CH:21][CH:22]=[C:23]([C:24]([F:27])([F:26])[F:25])[C:18]3=[N:17][C:16]=2[CH:13]([CH3:15])[CH3:14])[CH:34]=[CH:33][CH:32]=1)(=[O:10])=[O:9])[CH3:12], predict the reactants needed to synthesize it. The reactants are: Br[C:2]1[CH:7]=[CH:6][CH:5]=[C:4]([S:8]([CH2:11][CH3:12])(=[O:10])=[O:9])[CH:3]=1.[CH:13]([C:16]1[N:17]=[C:18]2[C:23]([C:24]([F:27])([F:26])[F:25])=[CH:22][CH:21]=[N:20][N:19]2[C:28]=1[C:29]1[CH:30]=[C:31]([OH:35])[CH:32]=[CH:33][CH:34]=1)([CH3:15])[CH3:14]. (3) Given the product [CH3:29][O:1][CH2:2][C:3]1[C:4]([CH3:28])=[C:5]2[C:10]([NH:11][C:12]3[CH:13]=[CH:14][C:15]([O:18][C:19]4[CH:24]=[CH:23][CH:22]=[CH:21][CH:20]=4)=[CH:16][CH:17]=3)=[C:9]([C:25]#[N:26])[CH:8]=[N:7][N:6]2[CH:27]=1, predict the reactants needed to synthesize it. The reactants are: [OH:1][CH2:2][C:3]1[C:4]([CH3:28])=[C:5]2[C:10]([NH:11][C:12]3[CH:17]=[CH:16][C:15]([O:18][C:19]4[CH:24]=[CH:23][CH:22]=[CH:21][CH:20]=4)=[CH:14][CH:13]=3)=[C:9]([C:25]#[N:26])[CH:8]=[N:7][N:6]2[CH:27]=1.[CH3:29]C([O-])(C)C.[K+].CI. (4) Given the product [CH3:1][O:2][C:3]1[CH:8]=[CH:7][C:6]([CH2:9][CH2:10][CH2:11][CH2:12][NH2:14])=[CH:5][CH:4]=1, predict the reactants needed to synthesize it. The reactants are: [CH3:1][O:2][C:3]1[CH:8]=[CH:7][C:6]([CH2:9][CH2:10][CH2:11][C:12]([NH2:14])=O)=[CH:5][CH:4]=1.[H-].[H-].[H-].[H-].[Li+].[Al+3].[OH-].[Na+]. (5) Given the product [C:1]([O:5][C:6](=[O:26])[CH2:7][O:17][CH2:18][C:19]1[CH:24]=[CH:23][CH:22]=[C:21]([CH3:25])[C:20]=1[C:48]1[CH:47]=[N:46][CH:45]=[C:44]([S:41]([C:39]2[CH:40]=[C:36]([C:34]([NH:33][C:32]([O:31][C:27]([CH3:28])([CH3:29])[CH3:30])=[O:53])=[NH:35])[S:37][C:38]=2[S:51][CH3:52])(=[O:43])=[O:42])[CH:49]=1)([CH3:2])([CH3:3])[CH3:4], predict the reactants needed to synthesize it. The reactants are: [C:1]([O:5][C:6](=[O:26])[CH:7]([O:17][CH2:18][C:19]1[CH:24]=[CH:23][CH:22]=[C:21]([CH3:25])[CH:20]=1)B1OC(C)(C)C(C)(C)O1)([CH3:4])([CH3:3])[CH3:2].[C:27]([O:31][C:32](=[O:53])[NH:33][C:34]([C:36]1[S:37][C:38]([S:51][CH3:52])=[C:39]([S:41]([C:44]2[CH:45]=[N:46][CH:47]=[C:48](Br)[CH:49]=2)(=[O:43])=[O:42])[CH:40]=1)=[NH:35])([CH3:30])([CH3:29])[CH3:28].C([O-])([O-])=O.[Na+].[Na+].C(O)C. (6) Given the product [CH3:20][S:16]([C:5]1[CH:4]=[C:3]([O:2][CH3:1])[C:8]([N+:9]([O-:11])=[O:10])=[CH:7][N:6]=1)(=[O:18])=[O:15], predict the reactants needed to synthesize it. The reactants are: [CH3:1][O:2][C:3]1[C:8]([N+:9]([O-:11])=[O:10])=[CH:7][N:6]=[C:5](SC)[CH:4]=1.O[O:15][S:16]([O-:18])=O.[K+].[CH3:20]O. (7) Given the product [Br:1][C:2]1[C:3]([CH3:14])=[CH:4][CH:5]=[C:6]2[C:11]=1[N:10]=[C:9]([Cl:12])[N:8]=[CH:7]2, predict the reactants needed to synthesize it. The reactants are: [Br:1][C:2]1[C:3]([CH3:14])=[CH:4][CH:5]=[C:6]2[C:11]=1[N:10]=[C:9]([Cl:12])[N:8]=[C:7]2N.N(OCCC(C)C)=O. (8) Given the product [Cl:22][C:23]1[CH:24]=[CH:25][C:26]([CH:29]2[CH2:33][CH2:32][N:31]([C:13]([C:9]3[CH:10]=[N:11][O:12][C:8]=3[C:5]3[CH:4]=[CH:3][C:2]([CH3:1])=[CH:7][CH:6]=3)=[O:15])[CH2:30]2)=[CH:27][CH:28]=1, predict the reactants needed to synthesize it. The reactants are: [CH3:1][C:2]1[CH:7]=[CH:6][C:5]([C:8]2[O:12][N:11]=[CH:10][C:9]=2[C:13]([OH:15])=O)=[CH:4][CH:3]=1.C(O)(=O)C(O)=O.[Cl:22][C:23]1[CH:28]=[CH:27][C:26]([CH:29]2[CH2:33][CH2:32][NH:31][CH2:30]2)=[CH:25][CH:24]=1.